From a dataset of Forward reaction prediction with 1.9M reactions from USPTO patents (1976-2016). Predict the product of the given reaction. Given the reactants ClC1C=C(C(OO)=[O:9])C=CC=1.[Cl:12][C:13]1[CH:18]=[CH:17][CH:16]=[C:15]([Cl:19])[C:14]=1[S:20][C:21]1[C:29]2[C:24](=[CH:25][CH:26]=[C:27]([CH3:30])[CH:28]=2)[N:23]([CH2:31][C:32]([OH:34])=[O:33])[C:22]=1[CH3:35].S([O-])([O-])(=O)=S.[Na+].[Na+].[OH2:43], predict the reaction product. The product is: [Cl:12][C:13]1[CH:18]=[CH:17][CH:16]=[C:15]([Cl:19])[C:14]=1[S:20]([C:21]1[C:29]2[C:24](=[CH:25][CH:26]=[C:27]([CH3:30])[CH:28]=2)[N:23]([CH2:31][C:32]([OH:34])=[O:33])[C:22]=1[CH3:35])(=[O:9])=[O:43].